From a dataset of Reaction yield outcomes from USPTO patents with 853,638 reactions. Predict the reaction yield, written as a fraction of the theoretical maximum amount of product (1.0 means a 100% yield; for example, 0.34 means a 34% yield). The reactants are [C:1]([O:5][C:6]([NH:8][C@H:9]([CH:20](O)[C:21]1[CH:26]=[C:25]([F:27])[C:24]([F:28])=[CH:23][C:22]=1[F:29])[CH2:10][C:11]([O:13][CH:14]1[CH2:19][CH2:18][CH2:17][CH2:16][CH2:15]1)=[O:12])=[O:7])([CH3:4])([CH3:3])[CH3:2].C(O)C. The catalyst is CO. The product is [C:1]([O:5][C:6]([NH:8][C@H:9]([CH2:20][C:21]1[CH:26]=[C:25]([F:27])[C:24]([F:28])=[CH:23][C:22]=1[F:29])[CH2:10][C:11]([O:13][CH:14]1[CH2:19][CH2:18][CH2:17][CH2:16][CH2:15]1)=[O:12])=[O:7])([CH3:4])([CH3:2])[CH3:3]. The yield is 0.790.